Dataset: Peptide-MHC class I binding affinity with 185,985 pairs from IEDB/IMGT. Task: Regression. Given a peptide amino acid sequence and an MHC pseudo amino acid sequence, predict their binding affinity value. This is MHC class I binding data. The peptide sequence is FLDDASNSA. The MHC is HLA-A02:01 with pseudo-sequence HLA-A02:01. The binding affinity (normalized) is 0.655.